This data is from Full USPTO retrosynthesis dataset with 1.9M reactions from patents (1976-2016). The task is: Predict the reactants needed to synthesize the given product. (1) Given the product [CH3:15][O:14][C:12]([C:8]1[CH:9]=[C:10]([F:11])[C:2]([F:1])=[C:3]2[C:7]=1[NH:6][CH:5]([CH3:16])[CH2:4]2)=[O:13], predict the reactants needed to synthesize it. The reactants are: [F:1][C:2]1[C:10]([F:11])=[CH:9][C:8]([C:12]([O:14][CH3:15])=[O:13])=[C:7]2[C:3]=1[CH:4]=[C:5]([CH3:16])[NH:6]2.C([SiH](CC)CC)C. (2) Given the product [C:11]1([C:8]2[N:9]=[CH:10][C:5]([C:3]([OH:4])=[O:2])=[CH:6][N:7]=2)[CH:12]=[CH:13][CH:14]=[CH:15][CH:16]=1, predict the reactants needed to synthesize it. The reactants are: C[O:2][C:3]([C:5]1[CH:6]=[N:7][C:8]([C:11]2[CH:16]=[CH:15][CH:14]=[CH:13][CH:12]=2)=[N:9][CH:10]=1)=[O:4].[Li+].[OH-].C1COCC1.Cl. (3) Given the product [C:32]([C:30]1[CH:29]=[CH:28][C:27]([CH3:36])=[C:26]([CH:31]=1)[O:25][C:22]1[S:23][CH:24]=[C:20]([C:18]([NH:17][C:12]2[C:13]([O:15][CH3:16])=[N:14][C:9]([O:8][CH2:7][CH2:6][OH:5])=[N:10][C:11]=2[O:37][CH3:38])=[O:19])[N:21]=1)([CH3:35])([CH3:34])[CH3:33], predict the reactants needed to synthesize it. The reactants are: C([O:5][CH2:6][CH2:7][O:8][C:9]1[N:14]=[C:13]([O:15][CH3:16])[C:12]([NH:17][C:18]([C:20]2[N:21]=[C:22]([O:25][C:26]3[CH:31]=[C:30]([C:32]([CH3:35])([CH3:34])[CH3:33])[CH:29]=[CH:28][C:27]=3[CH3:36])[S:23][CH:24]=2)=[O:19])=[C:11]([O:37][CH3:38])[N:10]=1)(C)(C)C. (4) Given the product [Cl:4][C:5]1[CH:10]=[CH:9][C:8]([S:11]([N:14]2[CH:19]3[CH2:20][CH2:21][CH2:22][CH:15]2[C:16]2[C:29]([C:28]([F:27])([F:34])[F:35])=[N:3][N:2]([CH3:1])[C:17]=2[CH2:18]3)(=[O:13])=[O:12])=[CH:7][CH:6]=1, predict the reactants needed to synthesize it. The reactants are: [CH3:1][NH:2][NH2:3].[Cl:4][C:5]1[CH:10]=[CH:9][C:8]([S:11]([N:14]2[CH:19]3[CH2:20][CH2:21][CH2:22][CH:15]2[C:16](=C(O)C)[C:17](=O)[CH2:18]3)(=[O:13])=[O:12])=[CH:7][CH:6]=1.[F:27][C:28]([F:35])([F:34])[C:29](OCC)=O.C(NC(C)C)(C)C.[Li]. (5) Given the product [C:20]1([S:19]([C:16]2[CH:17]=[CH:18][C:13]([N:4]3[N:3]=[C:2]([Br:1])[C:11]4[C:6](=[CH:7][CH:8]=[CH:9][CH:10]=4)[C:5]3=[O:12])=[CH:14][CH:15]=2)=[O:34])[CH:25]=[CH:24][CH:23]=[CH:22][CH:21]=1, predict the reactants needed to synthesize it. The reactants are: [Br:1][C:2]1[C:11]2[C:6](=[CH:7][CH:8]=[CH:9][CH:10]=2)[C:5](=[O:12])[N:4]([C:13]2[CH:18]=[CH:17][C:16]([S:19][C:20]3[CH:25]=[CH:24][CH:23]=[CH:22][CH:21]=3)=[CH:15][CH:14]=2)[N:3]=1.C1C=C(Cl)C=C(C(OO)=[O:34])C=1. (6) Given the product [CH3:25][C@@:12]([C:19]1[CH:20]=[CH:21][CH:22]=[CH:23][CH:24]=1)([CH2:13][CH2:14][C:15]([CH3:16])([CH3:17])[CH3:18])[C:11]([OH:26])=[O:28], predict the reactants needed to synthesize it. The reactants are: OC[C@@H](N[C:11](=[O:26])[C@:12]([CH3:25])([C:19]1[CH:24]=[CH:23][CH:22]=[CH:21][CH:20]=1)[CH2:13][CH2:14][C:15]([CH3:18])([CH3:17])[CH3:16])C1C=CC=CC=1.S(=O)(=O)(O)[OH:28]. (7) Given the product [NH2:1][C:4]1[CH:26]=[CH:25][C:7]([O:8][C:9]2[CH:24]=[CH:23][C:12]([C:13]([OH:15])=[O:14])=[CH:11][CH:10]=2)=[CH:6][C:5]=1[OH:27], predict the reactants needed to synthesize it. The reactants are: [N+:1]([C:4]1[CH:26]=[CH:25][C:7]([O:8][C:9]2[CH:24]=[CH:23][C:12]([C:13]([O:15]CC3C=CC=CC=3)=[O:14])=[CH:11][CH:10]=2)=[CH:6][C:5]=1[O:27]CC1C=CC=CC=1)([O-])=O.[H][H].